From a dataset of Full USPTO retrosynthesis dataset with 1.9M reactions from patents (1976-2016). Predict the reactants needed to synthesize the given product. (1) Given the product [Cl:22][C:20]1[CH:19]=[CH:18][C:17]([O:23][CH3:24])=[C:16]([NH:15][C:11]2[S:12][C:13]([CH3:14])=[C:9]([C:4]3[S:3][C:2]([NH:1][C:25](=[O:30])[C:26]([CH3:29])([CH3:28])[CH3:27])=[N:6][C:5]=3[CH2:7][CH3:8])[N:10]=2)[CH:21]=1, predict the reactants needed to synthesize it. The reactants are: [NH2:1][C:2]1[S:3][C:4]([C:9]2[N:10]=[C:11]([NH:15][C:16]3[CH:21]=[C:20]([Cl:22])[CH:19]=[CH:18][C:17]=3[O:23][CH3:24])[S:12][C:13]=2[CH3:14])=[C:5]([CH2:7][CH3:8])[N:6]=1.[C:25](Cl)(=[O:30])[C:26]([CH3:29])([CH3:28])[CH3:27]. (2) Given the product [Cl:14][C:10]1[CH:9]=[C:8]([NH:7][C:5]([C:4]2[CH:15]=[CH:16][C:17]3[N:18]=[C:19]([C:20]4[CH:27]=[CH:26][CH:25]=[CH:24][C:21]=4[CH3:22])[NH:1][C:2]=3[CH:3]=2)=[O:6])[CH:13]=[CH:12][CH:11]=1, predict the reactants needed to synthesize it. The reactants are: [NH2:1][C:2]1[CH:3]=[C:4]([CH:15]=[CH:16][C:17]=1[NH2:18])[C:5]([NH:7][C:8]1[CH:13]=[CH:12][CH:11]=[C:10]([Cl:14])[CH:9]=1)=[O:6].[CH3:19][C:20]1[CH:27]=[CH:26][CH:25]=[CH:24][C:21]=1[CH:22]=O. (3) The reactants are: [CH:1]([Cl:4])(Cl)[Cl:2].[C:5]([O:9][C:10]([N:12]([C:20]1[CH:25]=[CH:24][C:23]([C:26]([C:28]2[CH:33]=[CH:32][C:31]([Cl:34])=[CH:30][CH:29]=2)=[CH2:27])=[CH:22][C:21]=1[CH3:35])[C:13](=[O:19])[O:14][C:15]([CH3:18])([CH3:17])[CH3:16])=[O:11])([CH3:8])([CH3:7])[CH3:6].[OH-].[Na+]. Given the product [C:5]([O:9][C:10]([N:12]([C:20]1[CH:25]=[CH:24][C:23]([C:26]2([C:28]3[CH:33]=[CH:32][C:31]([Cl:34])=[CH:30][CH:29]=3)[CH2:27][C:1]2([Cl:4])[Cl:2])=[CH:22][C:21]=1[CH3:35])[C:13](=[O:19])[O:14][C:15]([CH3:18])([CH3:17])[CH3:16])=[O:11])([CH3:6])([CH3:7])[CH3:8], predict the reactants needed to synthesize it. (4) Given the product [CH:1]1([C:4]2[CH:9]=[CH:8][N:7]=[CH:6][C:5]=2[N:10]2[CH2:14][CH2:13][N:12]([C:17]3[CH:22]=[CH:21][N:20]=[C:19]([CH:23]4[CH2:25][CH2:24]4)[N:18]=3)[C:11]2=[O:15])[CH2:3][CH2:2]1, predict the reactants needed to synthesize it. The reactants are: [CH:1]1([C:4]2[CH:9]=[CH:8][N:7]=[CH:6][C:5]=2[N:10]2[CH2:14][CH2:13][NH:12][C:11]2=[O:15])[CH2:3][CH2:2]1.Cl[C:17]1[CH:22]=[CH:21][N:20]=[C:19]([CH:23]2[CH2:25][CH2:24]2)[N:18]=1.C1(P(C2CCCCC2)C2C=CC=CC=2C2C(C(C)C)=CC(C(C)C)=CC=2C(C)C)CCCCC1.C(=O)([O-])[O-].[Cs+].[Cs+]. (5) Given the product [CH3:1][O:2][C:3]1[CH:4]=[C:5]2[C:15]3[C:10](=[CH:11][N:12]=[C:13]([C:16]4[CH:17]=[N:18][N:19]([CH2:21][CH2:22][CH2:23][CH2:24][CH2:25][NH2:26])[CH:20]=4)[CH:14]=3)[NH:9][C:6]2=[N:7][CH:8]=1, predict the reactants needed to synthesize it. The reactants are: [CH3:1][O:2][C:3]1[CH:4]=[C:5]2[C:15]3[C:10](=[CH:11][N:12]=[C:13]([C:16]4[CH:17]=[N:18][N:19]([CH2:21][CH2:22][CH2:23][CH2:24][CH2:25][NH:26]C(=O)OC(C)(C)C)[CH:20]=4)[CH:14]=3)[NH:9][C:6]2=[N:7][CH:8]=1.Cl. (6) Given the product [N:23]1([CH2:22][C@@H:18]2[CH2:19][CH2:20][CH2:21][N:17]2[C:11](=[O:13])/[CH:10]=[C:9](/[C:6]2[CH:5]=[CH:4][C:3]([C:2]([F:1])([F:16])[F:15])=[CH:8][CH:7]=2)\[CH3:14])[CH2:28][CH2:27][CH2:26][CH2:25][CH2:24]1, predict the reactants needed to synthesize it. The reactants are: [F:1][C:2]([F:16])([F:15])[C:3]1[CH:8]=[CH:7][C:6](/[C:9](/[CH3:14])=[CH:10]/[C:11]([OH:13])=O)=[CH:5][CH:4]=1.[NH:17]1[CH2:21][CH2:20][CH2:19][C@H:18]1[CH2:22][N:23]1[CH2:28][CH2:27][CH2:26][CH2:25][CH2:24]1.